Predict the product of the given reaction. From a dataset of Forward reaction prediction with 1.9M reactions from USPTO patents (1976-2016). (1) The product is: [NH2:17][C:9]1[O:10][C@H:11]([C:13]([F:16])([F:15])[F:14])[CH2:12][C@:7]([C:4]2[S:5][CH:6]=[C:2]([NH:1][C:26](=[O:27])[C:23]3[CH:22]=[CH:21][C:20]([Cl:19])=[CH:25][N:24]=3)[CH:3]=2)([CH3:18])[N:8]=1. Given the reactants [NH2:1][C:2]1[CH:3]=[C:4]([C@:7]2([CH3:18])[CH2:12][C@@H:11]([C:13]([F:16])([F:15])[F:14])[O:10][C:9]([NH2:17])=[N:8]2)[S:5][CH:6]=1.[Cl:19][C:20]1[CH:21]=[CH:22][C:23]([C:26](O)=[O:27])=[N:24][CH:25]=1.C(P1(=O)OP(=O)(CCC)OP(=O)(CCC)O1)CC, predict the reaction product. (2) Given the reactants [CH3:1][C:2]1[S:6][C:5]([C:7]2[CH:8]=[N:9][CH:10]=[CH:11][CH:12]=2)=[N:4][C:3]=1[OH:13].[H-].[Na+].[F:16][C:17]([F:36])([F:35])[S:18](N([S:18]([C:17]([F:36])([F:35])[F:16])(=[O:20])=[O:19])C1C=CC=CC=1)(=[O:20])=[O:19], predict the reaction product. The product is: [CH3:1][C:2]1[S:6][C:5]([C:7]2[CH:8]=[N:9][CH:10]=[CH:11][CH:12]=2)=[N:4][C:3]=1[O:13][S:18]([C:17]([F:36])([F:35])[F:16])(=[O:20])=[O:19]. (3) Given the reactants [CH3:1][O:2][C:3]1[CH:4]=[C:5]([CH:10]=[C:11]([O:14][CH3:15])[C:12]=1[OH:13])[CH:6]=[CH:7][CH:8]=O.[C:16]([CH2:18][C:19]([N-:21][CH2:22][C:23]1[CH:28]=[CH:27][C:26]([OH:29])=[C:25]([OH:30])[CH:24]=1)=[O:20])#[N:17].NCCC(O)=O.O, predict the reaction product. The product is: [OH:30][C:25]1[CH:24]=[C:23]([CH:28]=[CH:27][C:26]=1[OH:29])[CH2:22][NH:21][C:19](/[C:18](=[CH:8]/[CH:7]=[CH:6]/[C:5]1[CH:4]=[C:3]([O:2][CH3:1])[C:12]([OH:13])=[C:11]([O:14][CH3:15])[CH:10]=1)/[C:16]#[N:17])=[O:20]. (4) The product is: [Cl:31][C:29]1[CH:28]=[CH:27][C:24]([CH2:25][N:26]2[C:59]3[CH:60]=[CH:61][N:62]=[CH:63][C:58]=3[S:57](=[O:65])(=[O:64])[N:56]([C:66]3[CH:71]=[CH:70][C:69]([O:72][CH3:73])=[C:68]([O:74][CH3:75])[CH:67]=3)[C:55]2=[O:76])=[C:23]([F:22])[CH:30]=1. Given the reactants ClC1C=CN=CC=1S(NC1C=CC(OC)=C(OC)C=1)(=O)=O.[F:22][C:23]1[CH:30]=[C:29]([Cl:31])[CH:28]=[CH:27][C:24]=1[CH2:25][NH2:26].C([O-])([O-])=O.[K+].[K+].C(N1C=CN=C1)(N1C=CN=C1)=O.ClC1C=CC=C(F)C=1CN1[C:59]2[CH:60]=[CH:61][N:62]=[CH:63][C:58]=2[S:57](=[O:65])(=[O:64])[N:56]([C:66]2[CH:71]=[CH:70][C:69]([O:72][CH3:73])=[C:68]([O:74][CH3:75])[CH:67]=2)[C:55]1=[O:76], predict the reaction product. (5) Given the reactants [C:1]([C:3]1[N:4]([CH2:30][C:31]([OH:33])=O)[CH:5]=[C:6]([C:8]([C:14]2[CH:15]=[C:16]3[C:20](=[CH:21][CH:22]=2)[N:19]([C:23]2[CH:28]=[CH:27][C:26]([F:29])=[CH:25][CH:24]=2)[N:18]=[CH:17]3)([OH:13])[C:9]([F:12])([F:11])[F:10])[CH:7]=1)#[N:2].C([N:36](CC)CC)C.[Cl-].[NH4+].C1CN([P+](ON2N=NC3C=CC=CC2=3)(N2CCCC2)N2CCCC2)CC1.F[P-](F)(F)(F)(F)F, predict the reaction product. The product is: [C:1]([C:3]1[N:4]([CH2:30][C:31]([NH2:36])=[O:33])[CH:5]=[C:6]([C:8]([C:14]2[CH:15]=[C:16]3[C:20](=[CH:21][CH:22]=2)[N:19]([C:23]2[CH:28]=[CH:27][C:26]([F:29])=[CH:25][CH:24]=2)[N:18]=[CH:17]3)([OH:13])[C:9]([F:12])([F:11])[F:10])[CH:7]=1)#[N:2]. (6) The product is: [Cl:29][C:26]1[CH:25]=[CH:24][C:23]([CH2:22][C@@H:2]([NH:1][C:52]([C@H:49]2[CH2:50][CH2:51][C@@H:47]([NH:46][C:39]([O:41][C:42]([CH3:45])([CH3:44])[CH3:43])=[O:40])[CH2:48]2)=[O:53])[C:3]([N:5]2[CH2:10][CH2:9][CH:8]([C:11]3[CH:16]=[CH:15][CH:14]=[CH:13][C:12]=3[NH:17][S:18]([CH3:21])(=[O:19])=[O:20])[CH2:7][CH2:6]2)=[O:4])=[CH:28][CH:27]=1. Given the reactants [NH2:1][C@H:2]([CH2:22][C:23]1[CH:28]=[CH:27][C:26]([Cl:29])=[CH:25][CH:24]=1)[C:3]([N:5]1[CH2:10][CH2:9][CH:8]([C:11]2[CH:16]=[CH:15][CH:14]=[CH:13][C:12]=2[NH:17][S:18]([CH3:21])(=[O:20])=[O:19])[CH2:7][CH2:6]1)=[O:4].CCN(C(C)C)C(C)C.[C:39]([NH:46][C@H:47]1[CH2:51][CH2:50][C@@H:49]([C:52](O)=[O:53])[CH2:48]1)([O:41][C:42]([CH3:45])([CH3:44])[CH3:43])=[O:40].C1C=NC2N(O)N=NC=2C=1.C(Cl)CCl, predict the reaction product.